Dataset: Full USPTO retrosynthesis dataset with 1.9M reactions from patents (1976-2016). Task: Predict the reactants needed to synthesize the given product. (1) Given the product [CH3:20][O:11][C:10](=[O:12])[CH2:9][C:8]([C:5]1[CH:4]=[CH:3][C:2]([OH:1])=[CH:7][CH:6]=1)([CH3:14])[CH3:13], predict the reactants needed to synthesize it. The reactants are: [OH:1][C:2]1[CH:7]=[CH:6][C:5]([C:8]([CH3:14])([CH3:13])[CH2:9][C:10]([OH:12])=[O:11])=[CH:4][CH:3]=1.S(=O)(=O)(O)O.[CH3:20]O. (2) Given the product [F:22][C:18]1[CH:17]=[C:16]2[C:21]([C:13]([C:11]3[CH:10]=[N:9][N:8]([C:7]4[CH:6]=[CH:5][N:4]=[N:3][CH:2]=4)[CH:12]=3)=[CH:14][N:15]2[S:23]([C:26]2[CH:27]=[CH:28][CH:29]=[CH:30][CH:31]=2)(=[O:24])=[O:25])=[CH:20][CH:19]=1, predict the reactants needed to synthesize it. The reactants are: Cl[C:2]1[N:3]=[N:4][C:5](Cl)=[CH:6][C:7]=1[N:8]1[CH:12]=[C:11]([C:13]2[C:21]3[C:16](=[CH:17][C:18]([F:22])=[CH:19][CH:20]=3)[N:15]([S:23]([C:26]3[CH:31]=[CH:30][CH:29]=[CH:28][CH:27]=3)(=[O:25])=[O:24])[CH:14]=2)[CH:10]=[N:9]1. (3) The reactants are: [CH2:1]([C:4]1[C:5]([Cl:23])=[C:6]2[CH:12]=[CH:11][N:10]([S:13]([C:16]3[CH:22]=[CH:21][C:19]([CH3:20])=[CH:18][CH:17]=3)(=[O:15])=[O:14])[C:7]2=[N:8][CH:9]=1)[CH:2]=C.[O:24]1CCOCC1. Given the product [Cl:23][C:5]1[C:4]([CH2:1][CH:2]=[O:24])=[CH:9][N:8]=[C:7]2[N:10]([S:13]([C:16]3[CH:22]=[CH:21][C:19]([CH3:20])=[CH:18][CH:17]=3)(=[O:15])=[O:14])[CH:11]=[CH:12][C:6]=12, predict the reactants needed to synthesize it. (4) Given the product [Cl:28][C:23]1[CH:24]=[CH:25][CH:26]=[CH:27][C:22]=1[N:19]1[C:15]2=[N:16][CH:17]=[N:18][C:13]([O:1][C@H:2]([CH2:7][O:8][CH:9]([CH3:11])[CH3:10])[C:3]([O:5][CH3:6])=[O:4])=[C:14]2[CH:21]=[N:20]1, predict the reactants needed to synthesize it. The reactants are: [OH:1][C@H:2]([CH2:7][O:8][CH:9]([CH3:11])[CH3:10])[C:3]([O:5][CH3:6])=[O:4].Cl[C:13]1[N:18]=[CH:17][N:16]=[C:15]2[N:19]([C:22]3[CH:27]=[CH:26][CH:25]=[CH:24][C:23]=3[Cl:28])[N:20]=[CH:21][C:14]=12.C(=O)([O-])[O-].[K+].[K+]. (5) Given the product [Cl:27][C:12]1[C:11](=[O:28])[N:10]([C:8]2[CH:9]=[C:4]([CH:5]=[CH:6][C:7]=2[F:29])[CH2:3][N:2]([CH3:36])[C:32]([NH:31][CH3:30])=[O:33])[C:15]([CH3:16])=[CH:14][C:13]=1[O:17][CH2:18][C:19]1[CH:24]=[CH:23][C:22]([F:25])=[CH:21][C:20]=1[F:26], predict the reactants needed to synthesize it. The reactants are: Cl.[NH2:2][CH2:3][C:4]1[CH:5]=[CH:6][C:7]([F:29])=[C:8]([N:10]2[C:15]([CH3:16])=[CH:14][C:13]([O:17][CH2:18][C:19]3[CH:24]=[CH:23][C:22]([F:25])=[CH:21][C:20]=3[F:26])=[C:12]([Cl:27])[C:11]2=[O:28])[CH:9]=1.[CH3:30][N:31](C)[C:32](Cl)=[O:33].[CH2:36](N(CC)CC)C.[NH4+].[Cl-]. (6) Given the product [CH:8]1([C:14]2[CH:15]=[CH:16][C:17](/[CH:20]=[C:21](/[C:23]3[CH:27]=[C:26]([CH3:28])[N:25]([CH2:29][C:30]4[CH:31]=[CH:32][C:33]([NH:36][CH3:37])=[N:34][CH:35]=4)[N:24]=3)\[F:22])=[CH:18][CH:19]=2)[CH2:13][CH2:12][CH2:11][CH2:10][CH2:9]1, predict the reactants needed to synthesize it. The reactants are: FC(F)(F)C(O)=O.[CH:8]1([C:14]2[CH:19]=[CH:18][C:17](/[CH:20]=[C:21](/[C:23]3[CH:27]=[C:26]([CH3:28])[N:25]([CH2:29][C:30]4[CH:31]=[CH:32][C:33]([N:36](CC5C=CC(OC)=C(OC)C=5)[CH3:37])=[N:34][CH:35]=4)[N:24]=3)\[F:22])=[CH:16][CH:15]=2)[CH2:13][CH2:12][CH2:11][CH2:10][CH2:9]1.C(=O)(O)[O-].[Na+].